From a dataset of Reaction yield outcomes from USPTO patents with 853,638 reactions. Predict the reaction yield, written as a fraction of the theoretical maximum amount of product (1.0 means a 100% yield; for example, 0.34 means a 34% yield). (1) The reactants are [NH2:1][CH:2]([C:8]1[C:13]([Cl:14])=[CH:12][C:11]([Br:15])=[CH:10][N:9]=1)C(OCC)=O. The catalyst is Cl. The product is [ClH:14].[Br:15][C:11]1[CH:12]=[C:13]([Cl:14])[C:8]([CH2:2][NH2:1])=[N:9][CH:10]=1. The yield is 0.650. (2) The reactants are [NH2:1][CH2:2][CH2:3][O:4][CH2:5][CH2:6][NH:7][C:8](=[O:14])[O:9][C:10]([CH3:13])([CH3:12])[CH3:11].[C:15](O)(=[O:22])[C:16]1[CH:21]=[CH:20][CH:19]=[N:18][CH:17]=1.CCN=C=NCCCN(C)C. The yield is 0.440. The catalyst is CC#N.CCOC(C)=O. The product is [C:15]([NH:1][CH2:2][CH2:3][O:4][CH2:5][CH2:6][NH:7][C:8](=[O:14])[O:9][C:10]([CH3:11])([CH3:13])[CH3:12])(=[O:22])[C:16]1[CH:21]=[CH:20][CH:19]=[N:18][CH:17]=1. (3) The reactants are [NH:1]1[C:5]2[CH:6]=[CH:7][CH:8]=[CH:9][C:4]=2[N:3]=[N:2]1.[H-].[Na+].Br[CH2:13][C:14]1[CH:19]=[CH:18][C:17]([C:20]2[CH:24]=[C:23]([C:25]([NH2:27])=[O:26])[O:22][N:21]=2)=[CH:16][CH:15]=1.O. The catalyst is CN(C=O)C. The product is [N:1]1([CH2:13][C:14]2[CH:15]=[CH:16][C:17]([C:20]3[CH:24]=[C:23]([C:25]([NH2:27])=[O:26])[O:22][N:21]=3)=[CH:18][CH:19]=2)[C:5]2[CH:6]=[CH:7][CH:8]=[CH:9][C:4]=2[N:3]=[N:2]1. The yield is 0.350. (4) The reactants are CO[C:3]([C:5]1[CH:10]=[CH:9][N:8]=[C:7]([C:11]([F:14])([F:13])[F:12])[N:6]=1)=[O:4].[OH-].[Na+].C(Cl)(=O)C(Cl)=O.C(N(CC)CC)C.Cl.[CH3:31][NH:32][O:33][CH3:34]. The catalyst is C1COCC1.CO.C(Cl)Cl. The product is [CH3:34][O:33][N:32]([CH3:31])[C:3]([C:5]1[CH:10]=[CH:9][N:8]=[C:7]([C:11]([F:12])([F:13])[F:14])[N:6]=1)=[O:4]. The yield is 0.720. (5) The reactants are [CH3:1][N:2]1[CH2:7][CH2:6][CH2:5][CH:4]([CH2:8][O:9][C:10]2[CH:15]=[CH:14][C:13]([NH2:16])=[CH:12][CH:11]=2)[CH2:3]1.O[CH:18]=[C:19]1[C:27]2[C:22](=[CH:23][CH:24]=[CH:25][CH:26]=2)[NH:21][C:20]1=[O:28]. No catalyst specified. The product is [CH3:1][N:2]1[CH2:7][CH2:6][CH2:5][CH:4]([CH2:8][O:9][C:10]2[CH:11]=[CH:12][C:13]([NH:16][CH:18]=[C:19]3[C:27]4[C:22](=[CH:23][CH:24]=[CH:25][CH:26]=4)[NH:21][C:20]3=[O:28])=[CH:14][CH:15]=2)[CH2:3]1. The yield is 0.810. (6) The reactants are [CH3:1][CH:2]([NH:4][C:5]1[C:6]([NH2:11])=[CH:7][CH:8]=[CH:9][CH:10]=1)[CH3:3].[N:12]#[C:13][Br:14]. The catalyst is C(O)C.C(Cl)Cl. The product is [BrH:14].[CH3:3][CH:2]([N:4]1[C:5]2[CH:10]=[CH:9][CH:8]=[CH:7][C:6]=2[N:11]=[C:13]1[NH2:12])[CH3:1]. The yield is 0.920. (7) The reactants are [C:1]([O:20][CH2:21][CH:22]([CH2:25][OH:26])[O:23]C)(=O)[CH2:2][CH2:3][CH2:4][CH2:5][CH2:6][CH2:7]C/C=C\CCCCCCCC.C(OCC(CO)O)C1C=CC=CC=1.[Si:40](Cl)([C:43]([CH3:46])([CH3:45])[CH3:44])([CH3:42])[CH3:41]. The catalyst is C(Cl)Cl.CN(C1C=CN=CC=1)C. The product is [CH2:1]([O:20][CH2:21][CH:22]([CH2:25][O:26][Si:40]([C:43]([CH3:46])([CH3:45])[CH3:44])([CH3:42])[CH3:41])[OH:23])[C:2]1[CH:3]=[CH:4][CH:5]=[CH:6][CH:7]=1. The yield is 1.00. (8) The reactants are FC1C=C(C=CC=1)CN1C2C(=CC=CC=2CCC2C=CC(C(O)=O)=CC=2)CC1.[CH3:29][O:30][C:31]1[CH:32]=[C:33]([CH:57]=[CH:58][CH:59]=1)[CH2:34][CH2:35][N:36]1[C:44]2[C:39](=[CH:40][CH:41]=[CH:42][C:43]=2[CH2:45][CH2:46][C:47]2[CH:56]=[CH:55][C:50]([C:51]([O:53]C)=[O:52])=[CH:49][CH:48]=2)[CH2:38][CH2:37]1.[Li+].[OH-]. The catalyst is O1CCOCC1. The product is [CH3:29][O:30][C:31]1[CH:32]=[C:33]([CH:57]=[CH:58][CH:59]=1)[CH2:34][CH2:35][N:36]1[C:44]2[C:39](=[CH:40][CH:41]=[CH:42][C:43]=2[CH2:45][CH2:46][C:47]2[CH:48]=[CH:49][C:50]([C:51]([OH:53])=[O:52])=[CH:55][CH:56]=2)[CH2:38][CH2:37]1. The yield is 1.00. (9) The reactants are [C:1]([O:5][C:6](=[O:45])[CH2:7][N:8](C(OC(C)(C)C)=O)[C:9]1[CH:14]=[CH:13][CH:12]=[C:11]([CH:15]([S:29]([C:32]2[CH:37]=[CH:36][CH:35]=[CH:34][N:33]=2)(=[O:31])=[O:30])[NH:16][CH2:17][C:18]2[CH:23]=[CH:22][C:21]([C:24]3[S:25][CH:26]=[CH:27][N:28]=3)=[CH:20][CH:19]=2)[N:10]=1)(C)(C)[CH3:2].Cl.C(O)C. No catalyst specified. The product is [CH2:1]([O:5][C:6](=[O:45])[CH2:7][NH:8][C:9]1[CH:14]=[CH:13][CH:12]=[C:11]([CH:15]([S:29]([C:32]2[CH:37]=[CH:36][CH:35]=[CH:34][N:33]=2)(=[O:30])=[O:31])[NH:16][CH2:17][C:18]2[CH:23]=[CH:22][C:21]([C:24]3[S:25][CH:26]=[CH:27][N:28]=3)=[CH:20][CH:19]=2)[N:10]=1)[CH3:2]. The yield is 0.840. (10) The yield is 0.960. The product is [NH2:3][C:6]1[CH:15]=[C:14]2[C:9]([CH2:10][CH2:11][N:12]([C:16](=[O:18])[CH3:17])[CH2:13]2)=[CH:8][CH:7]=1. The reactants are [NH4+].[Cl-].[N+:3]([C:6]1[CH:15]=[C:14]2[C:9]([CH2:10][CH2:11][N:12]([C:16](=[O:18])[CH3:17])[CH2:13]2)=[CH:8][CH:7]=1)([O-])=O. The catalyst is CCO.O.[Fe].